This data is from Peptide-MHC class II binding affinity with 134,281 pairs from IEDB. The task is: Regression. Given a peptide amino acid sequence and an MHC pseudo amino acid sequence, predict their binding affinity value. This is MHC class II binding data. (1) The peptide sequence is RIFREYFEMGIVPSH. The MHC is DRB1_0101 with pseudo-sequence DRB1_0101. The binding affinity (normalized) is 0.732. (2) The peptide sequence is DLSHFLKEKGGLEGL. The MHC is DRB1_0101 with pseudo-sequence DRB1_0101. The binding affinity (normalized) is 0.0847. (3) The peptide sequence is VLEWRFDSRLAFHHV. The MHC is DRB1_0101 with pseudo-sequence DRB1_0101. The binding affinity (normalized) is 0.523. (4) The peptide sequence is TLMGRYTHYKSRNLN. The MHC is DRB1_0405 with pseudo-sequence DRB1_0405. The binding affinity (normalized) is 0.419. (5) The peptide sequence is EGTVDFIFGEARSLY. The MHC is HLA-DQA10501-DQB10201 with pseudo-sequence HLA-DQA10501-DQB10201. The binding affinity (normalized) is 0.390. (6) The peptide sequence is SNVTFTVNQTSRLLM. The MHC is DRB1_0701 with pseudo-sequence DRB1_0701. The binding affinity (normalized) is 0.851. (7) The binding affinity (normalized) is 0.252. The MHC is DRB1_0301 with pseudo-sequence DRB1_0301. The peptide sequence is HLRKVILSEISFHLV. (8) The peptide sequence is GWYRSPFARVVHLY. The MHC is H-2-IAb with pseudo-sequence H-2-IAb. The binding affinity (normalized) is 0.523. (9) The peptide sequence is ATVATAPEVKYTVFE. The MHC is HLA-DPA10201-DPB10101 with pseudo-sequence HLA-DPA10201-DPB10101. The binding affinity (normalized) is 0.383. (10) The peptide sequence is YDKFLANVSDVLTGK. The MHC is DRB1_0405 with pseudo-sequence DRB1_0405. The binding affinity (normalized) is 0.676.